Dataset: Catalyst prediction with 721,799 reactions and 888 catalyst types from USPTO. Task: Predict which catalyst facilitates the given reaction. (1) Product: [C:15]([O:19][C:20]([NH:1][C:4]1[CH:5]=[C:6]2[C:11](=[CH:12][CH:13]=1)[O:10][C:9](=[O:14])[CH2:8][CH2:7]2)=[O:21])([CH3:18])([CH3:17])[CH3:16]. Reactant: [N+:1]([C:4]1[CH:5]=[C:6]2[C:11](=[CH:12][CH:13]=1)[O:10][C:9](=[O:14])[CH:8]=[CH:7]2)([O-])=O.[C:15]([O:19][C:20](O[C:20]([O:19][C:15]([CH3:18])([CH3:17])[CH3:16])=[O:21])=[O:21])([CH3:18])([CH3:17])[CH3:16]. The catalyst class is: 304. (2) Reactant: [Cl-:1].[Cl-].[CH-:3]1[CH:7]=[CH:6][CH:5]=[CH:4]1.[CH-:8]1[CH:12]=[CH:11][CH:10]=[CH:9]1.[Ti+2:13]. Product: [Cl-:1].[CH:3]1([Ti+:13][CH:8]2[CH:12]=[CH:11][CH:10]=[CH:9]2)[CH:7]=[CH:6][CH:5]=[CH:4]1. The catalyst class is: 324. (3) Reactant: Cl[C:2]([O:4][C:5]1[CH:10]=[CH:9][C:8]([Cl:11])=[CH:7][C:6]=1[Cl:12])=[O:3].C(N(CC)CC)C.Cl.[CH2:21]1[C:30]2[C:25](=[CH:26][CH:27]=[CH:28][CH:29]=2)[CH2:24][CH2:23][N:22]1[NH2:31]. Product: [Cl:12][C:6]1[CH:7]=[C:8]([Cl:11])[CH:9]=[CH:10][C:5]=1[O:4][C:2](=[O:3])[NH:31][N:22]1[CH2:23][CH2:24][C:25]2[C:30](=[CH:29][CH:28]=[CH:27][CH:26]=2)[CH2:21]1. The catalyst class is: 4. (4) Reactant: [CH3:1][CH:2]([CH3:36])[C@H:3]([NH:31][C:32](=[O:35])[O:33][CH3:34])[C:4](=[O:30])[N:5]1[CH2:9][CH2:8][CH2:7][C@H:6]1[C:10]1[NH:11][C:12]([C:15]2[CH:20]=[CH:19][C:18](B3OC(C)(C)C(C)(C)O3)=[CH:17][CH:16]=2)=[CH:13][N:14]=1.Br[C:38]1[CH:39]=[C:40]2[C:63](=[CH:64][CH:65]=1)[C:44]1[NH:45][C:46]([C@@H:48]3[CH2:52][C@H:51]([CH2:53][O:54][CH3:55])[CH2:50][N:49]3[C:56]([O:58][C:59]([CH3:62])([CH3:61])[CH3:60])=[O:57])=[N:47][C:43]=1[CH:42]=[CH:41]2.C([O-])([O-])=O.[K+].[K+]. Product: [CH3:34][O:33][C:32]([NH:31][C@@H:3]([CH:2]([CH3:36])[CH3:1])[C:4]([N:5]1[CH2:9][CH2:8][CH2:7][C@H:6]1[C:10]1[NH:11][C:12]([C:15]2[CH:16]=[CH:17][C:18]([C:38]3[CH:39]=[C:40]4[C:63](=[CH:64][CH:65]=3)[C:44]3[NH:45][C:46]([C@@H:48]5[CH2:52][C@H:51]([CH2:53][O:54][CH3:55])[CH2:50][N:49]5[C:56]([O:58][C:59]([CH3:62])([CH3:60])[CH3:61])=[O:57])=[N:47][C:43]=3[CH:42]=[CH:41]4)=[CH:19][CH:20]=2)=[CH:13][N:14]=1)=[O:30])=[O:35]. The catalyst class is: 104. (5) Reactant: [Cl:1][C:2]1[N:7]=[C:6]([NH:8][NH2:9])[C:5]([O:10][CH3:11])=[CH:4][N:3]=1.CC(O)C.[N:16]#[C:17]Cl.C(=O)([O-])[O-].[Na+].[Na+]. Product: [NH2:16][C:17]1[N:7]2[C:2]([Cl:1])=[N:3][CH:4]=[C:5]([O:10][CH3:11])[C:6]2=[N:8][N:9]=1. The catalyst class is: 6. (6) Reactant: [N:1]([C@@H:4]([C@@H:8]([C:15]1[CH:20]=[CH:19][C:18]([O:21][CH3:22])=[C:17]([Cl:23])[CH:16]=1)[C:9]1[CH:14]=[CH:13][CH:12]=[CH:11][CH:10]=1)[C:5](O)=[O:6])=[N+:2]=[N-:3].[NH2:24][C:25]1[CH:55]=[CH:54][CH:53]=[C:52]([F:56])[C:26]=1[CH2:27][CH2:28][C@H:29]1[O:34][CH2:33][C@@H:32]([CH2:35][O:36][C:37](=[O:44])[NH:38][CH2:39][C:40]([F:43])([F:42])[F:41])[N:31]([C:45]([O:47][C:48]([CH3:51])([CH3:50])[CH3:49])=[O:46])[CH2:30]1.O=P(Cl)(Cl)Cl. Product: [N:1]([C@@H:4]([C@@H:8]([C:15]1[CH:20]=[CH:19][C:18]([O:21][CH3:22])=[C:17]([Cl:23])[CH:16]=1)[C:9]1[CH:10]=[CH:11][CH:12]=[CH:13][CH:14]=1)[C:5]([NH:24][C:25]1[CH:55]=[CH:54][CH:53]=[C:52]([F:56])[C:26]=1[CH2:27][CH2:28][C@H:29]1[O:34][CH2:33][C@@H:32]([CH2:35][O:36][C:37](=[O:44])[NH:38][CH2:39][C:40]([F:43])([F:41])[F:42])[N:31]([C:45]([O:47][C:48]([CH3:49])([CH3:50])[CH3:51])=[O:46])[CH2:30]1)=[O:6])=[N+:2]=[N-:3]. The catalyst class is: 17.